Dataset: Catalyst prediction with 721,799 reactions and 888 catalyst types from USPTO. Task: Predict which catalyst facilitates the given reaction. (1) Reactant: [OH:1][C:2]1[CH:11]=[CH:10][C:5]2[C:6](=[O:9])[CH2:7][O:8][C:4]=2[CH:3]=1.[N+:12]([C:15]1[CH:16]=[C:17]2[C:21](=[CH:22][CH:23]=1)[NH:20][CH:19]=[C:18]2[CH:24]=O)([O-:14])=[O:13].Cl. Product: [OH:1][C:2]1[CH:11]=[CH:10][C:5]2[C:6](=[O:9])/[C:7](=[CH:24]/[C:18]3[C:17]4[C:21](=[CH:22][CH:23]=[C:15]([N+:12]([O-:14])=[O:13])[CH:16]=4)[NH:20][CH:19]=3)/[O:8][C:4]=2[CH:3]=1. The catalyst class is: 8. (2) Reactant: [Cl:1][C:2]1[C:14]2[CH2:13][CH2:12][C@@:11]3([CH3:15])[C@H:7]([CH2:8][N:9]([C:16]([O:18][CH2:19][CH3:20])=[O:17])[CH2:10]3)[C:6]=2[CH:5]=[CH:4][CH:3]=1.C(O)(=[O:23])C.[O-2].[Ce+4].[O-2].Br([O-])(=O)=O.[Na+]. Product: [Cl:1][C:2]1[C:14]2[C:13](=[O:23])[CH2:12][C@@:11]3([CH3:15])[C@H:7]([CH2:8][N:9]([C:16]([O:18][CH2:19][CH3:20])=[O:17])[CH2:10]3)[C:6]=2[CH:5]=[CH:4][CH:3]=1. The catalyst class is: 127. (3) Reactant: [C:1]([C:3]1[CH:7]=[C:6]([C:8](=[O:27])[CH:9]([C:13]2[CH:18]=[CH:17][C:16]([N:19]3[CH:24]=[CH:23][CH:22]=[CH:21][C:20]3=[O:25])=[CH:15][C:14]=2[F:26])C([O-])=O)[N:5]([C:28]2[CH:33]=[CH:32][C:31]([O:34][CH3:35])=[CH:30][CH:29]=2)[N:4]=1)#[N:2].CO.S(O)(O)(=O)=O.C(=O)([O-])O. Product: [F:26][C:14]1[CH:15]=[C:16]([N:19]2[CH:24]=[CH:23][CH:22]=[CH:21][C:20]2=[O:25])[CH:17]=[CH:18][C:13]=1[CH2:9][C:8]([C:6]1[N:5]([C:28]2[CH:29]=[CH:30][C:31]([O:34][CH3:35])=[CH:32][CH:33]=2)[N:4]=[C:3]([C:1]#[N:2])[CH:7]=1)=[O:27]. The catalyst class is: 13. (4) Reactant: [CH2:1]([O:3][C:4]#[CH:5])[CH3:2].C([Li])CCC.CN(P(N(C)C)(N(C)C)=O)C.[CH2:22](Br)[C:23]1[CH:28]=[CH:27][CH:26]=[CH:25][CH:24]=1. Product: [CH2:4]([O:3][C:1]#[C:2][CH2:22][C:23]1[CH:28]=[CH:27][CH:26]=[CH:25][CH:24]=1)[CH3:5]. The catalyst class is: 1. (5) Reactant: [CH3:1][C:2]1[CH:7]=[CH:6][N:5]=[CH:4][C:3]=1[N:8]1[CH2:12][CH2:11][NH:10][C:9]1=[O:13].I[C:15]1[CH:16]=[N:17][N:18]([CH:20]([CH3:22])[CH3:21])[CH:19]=1.N[C@@H]1CCCC[C@H]1N.P([O-])([O-])([O-])=O.[K+].[K+].[K+]. Product: [CH:20]([N:18]1[CH:19]=[C:15]([N:10]2[CH2:11][CH2:12][N:8]([C:3]3[CH:4]=[N:5][CH:6]=[CH:7][C:2]=3[CH3:1])[C:9]2=[O:13])[CH:16]=[N:17]1)([CH3:22])[CH3:21]. The catalyst class is: 246. (6) Reactant: [CH2:1]([OH:13])[CH2:2][CH2:3][CH2:4][CH2:5][CH2:6][CH2:7][CH2:8][CH2:9][CH2:10][CH2:11][CH3:12].[H-].[Na+].[N+](C1C=CC([O:25][C:26](=O)[O:27][CH2:28][N:29]2[C:38]3[C:33](=[CH:34][CH:35]=[C:36]([O:39][CH2:40][CH2:41][CH2:42][CH2:43][N:44]4[CH2:49][CH2:48][N:47]([C:50]5[C:58]6[CH:57]=[CH:56][S:55][C:54]=6[CH:53]=[CH:52][CH:51]=5)[CH2:46][CH2:45]4)[CH:37]=3)[CH:32]=[CH:31][C:30]2=[O:59])=CC=1)([O-])=O.O. Product: [CH2:1]([O:13][C:26](=[O:25])[O:27][CH2:28][N:29]1[C:38]2[C:33](=[CH:34][CH:35]=[C:36]([O:39][CH2:40][CH2:41][CH2:42][CH2:43][N:44]3[CH2:49][CH2:48][N:47]([C:50]4[C:58]5[CH:57]=[CH:56][S:55][C:54]=5[CH:53]=[CH:52][CH:51]=4)[CH2:46][CH2:45]3)[CH:37]=2)[CH:32]=[CH:31][C:30]1=[O:59])[CH2:2][CH2:3][CH2:4][CH2:5][CH2:6][CH2:7][CH2:8][CH2:9][CH2:10][CH2:11][CH3:12]. The catalyst class is: 1.